From a dataset of Full USPTO retrosynthesis dataset with 1.9M reactions from patents (1976-2016). Predict the reactants needed to synthesize the given product. (1) Given the product [NH:11]1[C:12]2[CH:17]=[CH:16][CH:15]=[CH:14][C:13]=2[N:9]=[C:10]1[CH:6]([NH:7][C:8]([NH:25][C:26]12[CH2:33][CH2:32][C:29]([OH:34])([CH2:30][CH2:31]1)[CH2:28][CH2:27]2)=[O:18])[CH2:5][C:4]1[CH:19]=[CH:20][C:21]([O:22][CH3:23])=[C:2]([F:1])[CH:3]=1, predict the reactants needed to synthesize it. The reactants are: [F:1][C:2]1[CH:3]=[C:4]([CH:19]=[CH:20][C:21]=1[O:22][CH3:23])[CH2:5][CH:6]1[C:10]2=[N:11][C:12]3[CH:17]=[CH:16][CH:15]=[CH:14][C:13]=3[N:9]2[C:8](=[O:18])[NH:7]1.Cl.[NH2:25][C:26]12[CH2:33][CH2:32][C:29]([OH:34])([CH2:30][CH2:31]1)[CH2:28][CH2:27]2.C(O)(C(F)(F)F)=O. (2) The reactants are: [CH3:1][C:2]([C:12]1[C:20]2[O:19][CH2:18][CH2:17][C:16]=2[CH:15]=[CH:14][CH:13]=1)([CH3:11])[CH2:3][C:4]1([C:7]([F:10])([F:9])[F:8])[CH2:6][O:5]1.[OH:21][CH2:22][C:23]1[C:28]([CH3:29])=[C:27]([OH:30])[C:26]([CH3:31])=[CH:25][N:24]=1.[O-]CC.[Na+]. Given the product [O:19]1[C:20]2[C:12]([C:2]([CH3:1])([CH3:11])[CH2:3][C:4]([OH:5])([C:7]([F:9])([F:10])[F:8])[CH2:6][N:24]3[CH:25]=[C:26]([CH3:31])[C:27](=[O:30])[C:28]([CH3:29])=[C:23]3[CH2:22][OH:21])=[CH:13][CH:14]=[CH:15][C:16]=2[CH2:17][CH2:18]1, predict the reactants needed to synthesize it. (3) Given the product [C:25]1([S:31]([N:34]2[CH2:42][C@@H:41]([O:3][S:2]([CH3:1])(=[O:5])=[O:4])[CH2:40][C@H:35]2[C:36]([O:38][CH3:39])=[O:37])(=[O:33])=[O:32])[CH:26]=[CH:27][CH:28]=[CH:29][CH:30]=1, predict the reactants needed to synthesize it. The reactants are: [CH3:1][S:2]([OH:5])(=[O:4])=[O:3].C1(P(C2C=CC=CC=2)C2C=CC=CC=2)C=CC=CC=1.[C:25]1([S:31]([N:34]2[CH2:42][C@H:41](O)[CH2:40][C@H:35]2[C:36]([O:38][CH3:39])=[O:37])(=[O:33])=[O:32])[CH:30]=[CH:29][CH:28]=[CH:27][CH:26]=1.C(N(CC)CC)C. (4) The reactants are: [H-].[Na+].[C:3]([O:10][CH2:11][CH3:12])(=[O:9])[C:4]([O:6]CC)=O.[CH2:13]([O:20][C:21]1[CH:26]=[CH:25][CH:24]=[CH:23][C:22]=1[C:27](=[O:29])[CH3:28])[C:14]1[CH:19]=[CH:18][CH:17]=[CH:16][CH:15]=1. Given the product [CH2:11]([O:10][C:3](=[O:9])[C:4](=[O:6])[CH2:28][C:27]([C:22]1[CH:23]=[CH:24][CH:25]=[CH:26][C:21]=1[O:20][CH2:13][C:14]1[CH:19]=[CH:18][CH:17]=[CH:16][CH:15]=1)=[O:29])[CH3:12], predict the reactants needed to synthesize it. (5) Given the product [NH:19]1[C:27]2[C:22](=[CH:23][C:24]([C:2]3[C:7]([C:8]#[N:9])=[CH:6][N:5]=[C:4]4[S:10][C:11]([C:13]5[CH:18]=[CH:17][CH:16]=[CH:15][CH:14]=5)=[CH:12][C:3]=34)=[CH:25][CH:26]=2)[CH:21]=[CH:20]1, predict the reactants needed to synthesize it. The reactants are: Cl[C:2]1[C:7]([C:8]#[N:9])=[CH:6][N:5]=[C:4]2[S:10][C:11]([C:13]3[CH:18]=[CH:17][CH:16]=[CH:15][CH:14]=3)=[CH:12][C:3]=12.[NH:19]1[C:27]2[C:22](=[CH:23][C:24](B(O)O)=[CH:25][CH:26]=2)[CH:21]=[CH:20]1. (6) Given the product [F:1][C:2]1[CH:9]=[C:8]([F:10])[CH:7]=[CH:6][C:3]=1[CH2:4][NH:5][C:17](=[O:18])[C:16]1[CH:20]=[CH:21][C:13]([CH2:11][CH3:12])=[CH:14][CH:15]=1, predict the reactants needed to synthesize it. The reactants are: [F:1][C:2]1[CH:9]=[C:8]([F:10])[CH:7]=[CH:6][C:3]=1[CH2:4][NH2:5].[CH2:11]([C:13]1[CH:21]=[CH:20][C:16]([C:17](O)=[O:18])=[CH:15][CH:14]=1)[CH3:12].Cl.C(N=C=NCCCN(C)C)C. (7) Given the product [CH3:1][C:2]1[N:3]=[C:4]([NH2:7])[S:5][C:6]=1[S:10][C:9]([F:17])([F:16])[F:8], predict the reactants needed to synthesize it. The reactants are: [CH3:1][C:2]1[N:3]=[C:4]([NH2:7])[S:5][CH:6]=1.[F:8][C:9]([F:17])([F:16])[S:10][S:10][C:9]([F:17])([F:16])[F:8].